This data is from CYP2C9 inhibition data for predicting drug metabolism from PubChem BioAssay. The task is: Regression/Classification. Given a drug SMILES string, predict its absorption, distribution, metabolism, or excretion properties. Task type varies by dataset: regression for continuous measurements (e.g., permeability, clearance, half-life) or binary classification for categorical outcomes (e.g., BBB penetration, CYP inhibition). Dataset: cyp2c9_veith. The molecule is O=[N+]([O-])c1cc(/C=N/N2CCN(C3c4ccccc4-c4ccccc43)CC2)ccc1Cl. The result is 0 (non-inhibitor).